This data is from Cav3 T-type calcium channel HTS with 100,875 compounds. The task is: Binary Classification. Given a drug SMILES string, predict its activity (active/inactive) in a high-throughput screening assay against a specified biological target. (1) The compound is O=C1N(CC(C1)c1n(c2c(n1)cccc2)Cc1ccccc1)C(C)(C)C. The result is 0 (inactive). (2) The drug is O(c1cc(/C=C(\c2[nH]c3c(n2)cccc3)C#N)ccc1Oc1ncc([N+]([O-])=O)cc1)CC. The result is 0 (inactive). (3) The molecule is O(c1c(ccc(OC)c1)C(=O)/C=C\c1c(OC)cccc1)C(=O)c1ccc([N+]([O-])=O)cc1. The result is 0 (inactive).